Predict the reaction yield, written as a fraction of the theoretical maximum amount of product (1.0 means a 100% yield; for example, 0.34 means a 34% yield). From a dataset of Reaction yield outcomes from USPTO patents with 853,638 reactions. (1) The reactants are [OH:1][C:2]1[CH:7]=[CH:6][C:5]([CH2:8][CH2:9][C:10]([OH:12])=[O:11])=[CH:4][CH:3]=1.[CH2:13](Br)[C:14]1[CH:19]=[CH:18][CH:17]=[CH:16][CH:15]=1.Cl. The catalyst is C1COCC1.[N+](CCCC)(CCCC)(CCCC)CCCC.[O-]S(O)(=O)=O. The product is [CH2:13]([O:1][C:2]1[CH:3]=[CH:4][C:5]([CH2:8][CH2:9][C:10]([OH:12])=[O:11])=[CH:6][CH:7]=1)[C:14]1[CH:19]=[CH:18][CH:17]=[CH:16][CH:15]=1. The yield is 0.990. (2) The reactants are O[CH2:2][C:3]1[N:7]([CH2:8][C:9]([CH3:12])([OH:11])[CH3:10])[N:6]=[C:5]([N+:13]([O-:15])=[O:14])[CH:4]=1.[H-].[Na+].C1(C)C=CC(S(Cl)(=O)=O)=CC=1.[Cl-].[NH4+]. The catalyst is CN(C=O)C. The product is [CH3:10][C:9]1([CH3:12])[O:11][CH2:2][C:3]2=[CH:4][C:5]([N+:13]([O-:15])=[O:14])=[N:6][N:7]2[CH2:8]1. The yield is 0.220.